From a dataset of Forward reaction prediction with 1.9M reactions from USPTO patents (1976-2016). Predict the product of the given reaction. (1) Given the reactants [O:1]1[C:5]2([CH2:10][CH2:9][CH:8]([C:11]3[C:19]4[C:14](=[CH:15][CH:16]=[C:17]([C:20]#[N:21])[CH:18]=4)[N:13]([CH2:22][CH3:23])[CH:12]=3)[CH2:7][CH2:6]2)[O:4][CH2:3][CH2:2]1.[CH:24](Br)(C)C, predict the reaction product. The product is: [O:4]1[C:5]2([CH2:10][CH2:9][CH:8]([C:11]3[C:19]4[C:14](=[CH:15][CH:16]=[C:17]([C:20]#[N:21])[CH:18]=4)[N:13]([CH:22]([CH3:24])[CH3:23])[CH:12]=3)[CH2:7][CH2:6]2)[O:1][CH2:2][CH2:3]1. (2) The product is: [Br:1][C:2]1[CH:3]=[N:4][C:5]2[N:6]([N:8]=[C:9]([C:11]([N:16]3[CH2:17][CH2:18][C:19]4[C:24](=[CH:23][CH:22]=[CH:21][C:20]=4[NH:25][C:26](=[O:28])[CH3:27])[CH:15]3[CH3:14])=[O:13])[CH:10]=2)[CH:7]=1. Given the reactants [Br:1][C:2]1[CH:3]=[N:4][C:5]2[N:6]([N:8]=[C:9]([C:11]([OH:13])=O)[CH:10]=2)[CH:7]=1.[CH3:14][CH:15]1[C:24]2[C:19](=[C:20]([NH:25][C:26](=[O:28])[CH3:27])[CH:21]=[CH:22][CH:23]=2)[CH2:18][CH2:17][NH:16]1, predict the reaction product. (3) The product is: [Cl:18][C:17]1[C:12]2[C:11]([I:19])=[CH:10][N:9]([C@H:7]3[CH2:6][C@H:5]([CH2:3][OH:2])[CH2:8]3)[C:13]=2[N:14]=[CH:15][N:16]=1. Given the reactants C[O:2][C:3]([C@H:5]1[CH2:8][C@H:7]([N:9]2[C:13]3[N:14]=[CH:15][N:16]=[C:17]([Cl:18])[C:12]=3[C:11]([I:19])=[CH:10]2)[CH2:6]1)=O.C(=O)=O.CC(C)=O.CC(C[AlH]CC(C)C)C, predict the reaction product. (4) Given the reactants [C:1]([O:5][C:6]([N:8]1[CH2:13][CH2:12][NH:11][CH2:10][CH2:9]1)=[O:7])([CH3:4])([CH3:3])[CH3:2].[O:14]1[CH2:16][C@@H:15]1[CH2:17]OS(C1C=CC=C([N+]([O-])=O)C=1)(=O)=O, predict the reaction product. The product is: [C:1]([O:5][C:6]([N:8]1[CH2:13][CH2:12][N:11]([CH2:17][C@H:15]2[CH2:16][O:14]2)[CH2:10][CH2:9]1)=[O:7])([CH3:4])([CH3:2])[CH3:3]. (5) Given the reactants C([O:4][C:5]1[CH:14]=[C:13]([O:15]C(=O)C)[CH:12]=[C:11]2[C:6]=1[C:7](=[O:23])[C:8](C(=O)C)=[C:9]([CH3:19])[O:10]2)(=O)C.Cl, predict the reaction product. The product is: [OH:4][C:5]1[CH:14]=[C:13]([OH:15])[CH:12]=[C:11]2[C:6]=1[C:7](=[O:23])[CH:8]=[C:9]([CH3:19])[O:10]2. (6) Given the reactants [N+:1]([C:4]1[CH:5]=[CH:6][C:7]([O:10][C:11]2[C:16]3[C:17]4([CH2:20][O:21][C:15]=3[CH:14]=[CH:13][CH:12]=2)[CH2:19][CH2:18]4)=[N:8][CH:9]=1)([O-])=O.O.[Cl-].[NH4+], predict the reaction product. The product is: [C:17]12([C:16]3[C:11]([O:10][C:7]4[N:8]=[CH:9][C:4]([NH2:1])=[CH:5][CH:6]=4)=[CH:12][CH:13]=[CH:14][C:15]=3[O:21][CH2:20]1)[CH2:19][CH2:18]2. (7) The product is: [F:1][C:2]1[CH:7]=[CH:6][C:5]([C:8](=[O:14])[CH2:9][CH2:10][C:11]([O:13][CH3:21])=[O:12])=[CH:4][C:3]=1[CH3:15]. Given the reactants [F:1][C:2]1[CH:7]=[CH:6][C:5]([C:8](=[O:14])[CH2:9][CH2:10][C:11]([OH:13])=[O:12])=[CH:4][C:3]=1[CH3:15].OS(O)(=O)=O.[CH3:21]O, predict the reaction product. (8) The product is: [CH3:1][O:2][C:3](=[O:22])[C:4]1[C:9]([NH:28][CH:25]([CH2:26][CH3:27])[CH2:23][CH3:24])=[CH:8][C:7]([CH3:11])=[N:6][C:5]=1[O:12][C:13]1[C:18]([CH3:19])=[CH:17][C:16]([Br:20])=[CH:15][C:14]=1[CH3:21]. Given the reactants [CH3:1][O:2][C:3](=[O:22])[C:4]1[C:9](Cl)=[CH:8][C:7]([CH3:11])=[N:6][C:5]=1[O:12][C:13]1[C:18]([CH3:19])=[CH:17][C:16]([Br:20])=[CH:15][C:14]=1[CH3:21].[CH2:23]([CH:25]([NH2:28])[CH2:26][CH3:27])[CH3:24], predict the reaction product.